Dataset: Full USPTO retrosynthesis dataset with 1.9M reactions from patents (1976-2016). Task: Predict the reactants needed to synthesize the given product. (1) Given the product [NH2:9][C:10]1[C:15]([I:7])=[CH:14][N:13]([C:16]2[CH:21]=[CH:20][C:19]([F:22])=[CH:18][CH:17]=2)[C:12](=[O:23])[N:11]=1, predict the reactants needed to synthesize it. The reactants are: I([O-])(=O)(=O)=O.[Na+].[I:7]I.[NH2:9][C:10]1[CH:15]=[CH:14][N:13]([C:16]2[CH:21]=[CH:20][C:19]([F:22])=[CH:18][CH:17]=2)[C:12](=[O:23])[N:11]=1.OS(O)(=O)=O.[O-]S([O-])=O.[Na+].[Na+].[OH-].[Na+]. (2) Given the product [CH3:1][O:2][CH2:3][C:4]1[S:5][CH:6]=[C:7]([CH:9]=[O:10])[N:8]=1, predict the reactants needed to synthesize it. The reactants are: [CH3:1][O:2][CH2:3][C:4]1[S:5][CH:6]=[C:7]([C:9](OCC)=[O:10])[N:8]=1.CC(C[AlH]CC(C)C)C.C(O)(=O)C.C(C(C(C([O-])=O)O)O)([O-])=O.[K+].[Na+]. (3) The reactants are: [CH2:1]([O:8][C:9]([NH:11][C@H:12]([C:17]([OH:19])=[O:18])[CH2:13][C:14]([OH:16])=O)=[O:10])[C:2]1[CH:7]=[CH:6][CH:5]=[CH:4][CH:3]=1.C(Cl)(=O)C.C1(C)C=CC=CC=1.CN(C)C=O. Given the product [CH2:1]([O:8][C:9]([NH:11][C@@H:12]1[C:17](=[O:18])[O:19][C:14](=[O:16])[CH2:13]1)=[O:10])[C:2]1[CH:3]=[CH:4][CH:5]=[CH:6][CH:7]=1, predict the reactants needed to synthesize it.